From a dataset of Reaction yield outcomes from USPTO patents with 853,638 reactions. Predict the reaction yield, written as a fraction of the theoretical maximum amount of product (1.0 means a 100% yield; for example, 0.34 means a 34% yield). (1) The reactants are [NH:1]1[CH:6]=[CH:5][CH:4]=[CH:3][C:2]1=[O:7].CC(C)([O-])C.[K+].[CH:14]1([NH:20][C:21](=[O:42])[NH:22][C@@H:23]2[C@H:27]3[O:28][CH2:29][C@@H:30](OS(C4C=CC(C)=CC=4)(=O)=O)[C@H:26]3[O:25][CH2:24]2)[CH2:19][CH2:18][CH2:17][CH2:16][CH2:15]1. The catalyst is CN(C)C=O. The product is [CH:14]1([NH:20][C:21]([NH:22][C@H:23]2[CH2:24][O:25][C@@H:26]3[C@@H:30]([O:7][C:2]4[CH:3]=[CH:4][CH:5]=[CH:6][N:1]=4)[CH2:29][O:28][C@H:27]23)=[O:42])[CH2:15][CH2:16][CH2:17][CH2:18][CH2:19]1.[CH:14]1([NH:20][C:21]([NH:22][C@H:23]2[CH2:24][O:25][C@@H:26]3[C@@H:30]([N:1]4[CH:6]=[CH:5][CH:4]=[CH:3][C:2]4=[O:7])[CH2:29][O:28][C@H:27]23)=[O:42])[CH2:15][CH2:16][CH2:17][CH2:18][CH2:19]1. The yield is 0.330. (2) The catalyst is C(Cl)(Cl)Cl. The yield is 0.680. The product is [Br:22][C:7]1[S:8][CH:9]=[CH:10][C:6]=1[CH2:5][CH2:4][CH2:3][CH2:2][Br:1]. The reactants are [Br:1][CH2:2][CH2:3][CH2:4][CH2:5][C:6]1[CH:10]=[CH:9][S:8][CH:7]=1.C(O)(=O)C.C1C(=O)N([Br:22])C(=O)C1.